This data is from Full USPTO retrosynthesis dataset with 1.9M reactions from patents (1976-2016). The task is: Predict the reactants needed to synthesize the given product. (1) The reactants are: [Cl:1][C:2]1[CH:3]=[C:4]([C:9]2([C:23]([F:26])([F:25])[F:24])[CH2:13][CH2:12][N:11]([C:14]3[CH:22]=[CH:21][C:17]([C:18](Cl)=[O:19])=[CH:16][CH:15]=3)[CH2:10]2)[CH:5]=[C:6]([Cl:8])[CH:7]=1.ClC1C=C(C2(C(F)(F)F)CCN(C3C=CC(C(Cl)=[O:45])=C([N+]([O-])=O)C=3)C2)C=C(Cl)C=1.FC(F)(F)C1C=C(C2(C(F)(F)F)CCN(C3C=CC(C(Cl)=O)=C([N+]([O-])=O)C=3)C2)C=C(C(F)(F)F)C=1. Given the product [Cl:8][C:6]1[CH:5]=[C:4]([C:9]2([C:23]([F:25])([F:26])[F:24])[CH2:13][CH2:12][N:11]([C:14]3[CH:15]=[CH:16][C:17]([C:18]([OH:19])=[O:45])=[CH:21][CH:22]=3)[CH2:10]2)[CH:3]=[C:2]([Cl:1])[CH:7]=1, predict the reactants needed to synthesize it. (2) Given the product [C:23]([O:27][C:28]([N:30]([C:55]([O:57][C:58]([CH3:61])([CH3:60])[CH3:59])=[O:56])[C:31]1[C:32]2[C:39]([I:40])=[CH:38][N:37]([C@@H:41]3[CH2:45][N:44]([C:46]([O:48][C:49]([CH3:50])([CH3:51])[CH3:52])=[O:47])[C@H:43]([CH:53]=[O:54])[CH2:42]3)[C:33]=2[N:34]=[CH:35][N:36]=1)=[O:29])([CH3:24])([CH3:25])[CH3:26], predict the reactants needed to synthesize it. The reactants are: CC(OI1(OC(C)=O)(OC(C)=O)OC(=O)C2C=CC=CC1=2)=O.[C:23]([O:27][C:28]([N:30]([C:55]([O:57][C:58]([CH3:61])([CH3:60])[CH3:59])=[O:56])[C:31]1[C:32]2[C:39]([I:40])=[CH:38][N:37]([C@@H:41]3[CH2:45][N:44]([C:46]([O:48][C:49]([CH3:52])([CH3:51])[CH3:50])=[O:47])[C@H:43]([CH2:53][OH:54])[CH2:42]3)[C:33]=2[N:34]=[CH:35][N:36]=1)=[O:29])([CH3:26])([CH3:25])[CH3:24].O. (3) Given the product [CH2:16]([O:15][C:14]([NH:13][C:8]1[CH:7]=[C:6]2[C:11]([CH:12]=[C:3]([C:1]([OH:25])=[O:2])[CH:4]=[N:5]2)=[CH:10][CH:9]=1)=[O:23])[C:17]1[CH:22]=[CH:21][CH:20]=[CH:19][CH:18]=1, predict the reactants needed to synthesize it. The reactants are: [CH:1]([C:3]1[CH:4]=[N:5][C:6]2[C:11]([CH:12]=1)=[CH:10][CH:9]=[C:8]([NH:13][C:14](=[O:23])[O:15][CH2:16][C:17]1[CH:22]=[CH:21][CH:20]=[CH:19][CH:18]=1)[CH:7]=2)=[O:2].P([O-])(O)(O)=[O:25].[K+].Cl([O-])=O.[Na+].S([O-])(O)=O.[Na+].Cl. (4) Given the product [Br:1][C:2]1[CH:3]=[CH:4][C:5]([C:8]2([CH2:9][CH2:10][CH2:11][CH3:12])[O:16][CH2:15][CH2:14][O:13]2)=[CH:6][CH:7]=1, predict the reactants needed to synthesize it. The reactants are: [Br:1][C:2]1[CH:7]=[CH:6][C:5]([C:8](=[O:13])[CH2:9][CH2:10][CH2:11][CH3:12])=[CH:4][CH:3]=1.[CH2:14](O)[CH2:15][OH:16].